Dataset: CYP1A2 inhibition data for predicting drug metabolism from PubChem BioAssay. Task: Regression/Classification. Given a drug SMILES string, predict its absorption, distribution, metabolism, or excretion properties. Task type varies by dataset: regression for continuous measurements (e.g., permeability, clearance, half-life) or binary classification for categorical outcomes (e.g., BBB penetration, CYP inhibition). Dataset: cyp1a2_veith. The molecule is NC(=O)c1ccc(N2CCCCC2)c(N2C(=O)C3CC=CCC3C2=O)c1. The result is 0 (non-inhibitor).